Dataset: Catalyst prediction with 721,799 reactions and 888 catalyst types from USPTO. Task: Predict which catalyst facilitates the given reaction. (1) Reactant: [Cl:1][C:2]1[CH:7]=[C:6]([N+:8]([O-])=O)[CH:5]=[CH:4][C:3]=1[N:11]1[CH2:16][CH2:15][N:14]([C:17]([O:19][C:20]([CH3:23])([CH3:22])[CH3:21])=[O:18])[CH2:13][CH2:12]1. Product: [NH2:8][C:6]1[CH:5]=[CH:4][C:3]([N:11]2[CH2:16][CH2:15][N:14]([C:17]([O:19][C:20]([CH3:22])([CH3:21])[CH3:23])=[O:18])[CH2:13][CH2:12]2)=[C:2]([Cl:1])[CH:7]=1. The catalyst class is: 14. (2) Reactant: C([O:3][C:4](=[O:36])[C:5]1[C:10]([NH:11][C:12](=[O:14])[CH3:13])=[CH:9][CH:8]=[C:7]([N:15]2[C:19]([CH3:20])=[CH:18][CH:17]=[C:16]2[C:21]2[CH:26]=[C:25]([Br:27])[CH:24]=[CH:23][C:22]=2[O:28][CH2:29][C:30]2[CH:35]=[CH:34][CH:33]=[CH:32][CH:31]=2)[CH:6]=1)C.[OH-].[Na+]. Product: [Br:27][C:25]1[CH:24]=[CH:23][C:22]([O:28][CH2:29][C:30]2[CH:31]=[CH:32][CH:33]=[CH:34][CH:35]=2)=[C:21]([C:16]2[N:15]([C:7]3[CH:6]=[C:5]([C:10]([NH:11][C:12](=[O:14])[CH3:13])=[CH:9][CH:8]=3)[C:4]([OH:36])=[O:3])[C:19]([CH3:20])=[CH:18][CH:17]=2)[CH:26]=1. The catalyst class is: 191. (3) Reactant: [N+:1]([CH:4]([N+:6]([O-:8])=[O:7])[CH3:5])([O-:3])=[O:2].[OH-].[K+].[C:11]([O:15][CH:16]([CH2:19][CH2:20][CH2:21][CH2:22][CH3:23])[CH2:17][CH3:18])(=[O:14])[CH:12]=[CH2:13].CO. Product: [N+:1]([C:4]([N+:6]([O-:8])=[O:7])([CH3:5])[CH2:13][CH2:12][C:11]([O:15][CH:16]([CH2:19][CH2:20][CH2:21][CH2:22][CH3:23])[CH2:17][CH3:18])=[O:14])([O-:3])=[O:2]. The catalyst class is: 6. (4) Reactant: [CH2:1]([O:3][C:4](=[O:15])[C:5]1[CH:10]=[CH:9][C:8]([C:11](=[NH:13])[NH2:12])=[CH:7][C:6]=1[CH3:14])[CH3:2].[OH-].[Na+].C(=O)(O)[O-].[Na+].Cl[C:24]([O:26][CH3:27])=[O:25]. Product: [CH2:1]([O:3][C:4](=[O:15])[C:5]1[CH:10]=[CH:9][C:8]([C:11](=[NH:12])[NH:13][C:24]([O:26][CH3:27])=[O:25])=[CH:7][C:6]=1[CH3:14])[CH3:2]. The catalyst class is: 38.